Dataset: Full USPTO retrosynthesis dataset with 1.9M reactions from patents (1976-2016). Task: Predict the reactants needed to synthesize the given product. (1) Given the product [CH2:11]([C:18]1[CH:19]=[C:20]([NH:24][C:25]([NH:1][C@H:2]([C:8]([OH:10])=[O:9])[CH2:3][CH2:4][C:5](=[O:7])[NH2:6])=[O:26])[CH:21]=[CH:22][CH:23]=1)[C:12]1[CH:13]=[CH:14][CH:15]=[CH:16][CH:17]=1, predict the reactants needed to synthesize it. The reactants are: [NH2:1][C@H:2]([C:8]([OH:10])=[O:9])[CH2:3][CH2:4][C:5](=[O:7])[NH2:6].[CH2:11]([C:18]1[CH:19]=[C:20]([N:24]=[C:25]=[O:26])[CH:21]=[CH:22][CH:23]=1)[C:12]1[CH:17]=[CH:16][CH:15]=[CH:14][CH:13]=1. (2) Given the product [NH2:21][C:19]1[S:20][C:2]([C:3]([O:5][CH2:6][CH3:7])=[O:4])=[C:8]([CH2:9][C:10]2[CH:15]=[CH:14][C:13]([Cl:16])=[CH:12][CH:11]=2)[N:18]=1, predict the reactants needed to synthesize it. The reactants are: Br[CH:2]([C:8](=O)[CH2:9][C:10]1[CH:15]=[CH:14][C:13]([Cl:16])=[CH:12][CH:11]=1)[C:3]([O:5][CH2:6][CH3:7])=[O:4].[NH2:18][C:19]([NH2:21])=[S:20]. (3) The reactants are: N[C:2]1[N:6](C2C(Cl)=CC(C(F)(F)F)=CC=2Cl)[N:5]=[C:4](C#N)[CH:3]=1.[F:21][C:22]([F:33])([F:32])[S:23]([N:25]1C(=O)CCC1=O)=[O:24]. Given the product [F:21][C:22]([F:33])([F:32])[S:23]([NH:25][N:6]1[CH:2]=[CH:3][CH:4]=[N:5]1)=[O:24], predict the reactants needed to synthesize it. (4) Given the product [Br:1][C:2]1[CH:3]=[C:4](/[CH:5]=[CH:13]/[C:14]([OH:16])=[O:15])[CH:7]=[CH:8][C:9]=1[O:10][CH3:11], predict the reactants needed to synthesize it. The reactants are: [Br:1][C:2]1[CH:3]=[C:4]([CH:7]=[CH:8][C:9]=1[O:10][CH3:11])[CH:5]=O.C(O)(=O)[CH2:13][C:14]([OH:16])=[O:15].N1CCCCC1.Cl. (5) Given the product [C:24]([N:1]1[C:2]2[CH:11]=[C:10]3[C:5]([CH2:6][CH2:7][N:8]([C:13]4[CH:14]=[N:15][CH:16]=[CH:17][C:18]=4[C:19]([F:22])([F:21])[F:20])[C:9]3=[O:12])=[CH:4][C:3]=2[CH:23]=[N:60]1)(=[O:27])[CH3:25], predict the reactants needed to synthesize it. The reactants are: [NH2:1][C:2]1[CH:11]=[C:10]2[C:5]([CH2:6][CH2:7][N:8]([C:13]3[CH:14]=[N:15][CH:16]=[CH:17][C:18]=3[C:19]([F:22])([F:21])[F:20])[C:9]2=[O:12])=[CH:4][C:3]=1[CH3:23].[C:24]([O-:27])(=O)[CH3:25].[K+].C(OC(=O)C)(=O)C.C1OCCOCCOCCOCCOCCOC1.C(O[N:60]=O)CC(C)C. (6) The reactants are: Br[C:2]1[CH:20]=[CH:19][C:5]([CH2:6][CH:7]2[CH2:11][CH2:10][N:9]([CH:12]3[CH2:17][CH2:16][CH2:15][CH2:14][CH2:13]3)[C:8]2=[O:18])=[C:4]([Cl:21])[CH:3]=1.[C:22]1(B(O)O)[CH:27]=[CH:26][CH:25]=[CH:24][CH:23]=1.C(=O)([O-])O.[Na+].COCCOC. Given the product [Cl:21][C:4]1[CH:3]=[C:2]([C:22]2[CH:27]=[CH:26][CH:25]=[CH:24][CH:23]=2)[CH:20]=[CH:19][C:5]=1[CH2:6][CH:7]1[CH2:11][CH2:10][N:9]([CH:12]2[CH2:17][CH2:16][CH2:15][CH2:14][CH2:13]2)[C:8]1=[O:18], predict the reactants needed to synthesize it. (7) Given the product [CH2:8]([O:26][CH:5]1[CH2:4][CH2:3][CH2:2][CH2:1][C:6]1=[O:7])[CH2:9][CH2:10][CH2:11][CH2:12][CH2:13][CH2:14][CH2:15][CH2:16][CH2:17][CH2:18][CH2:19][CH2:20][CH2:21][CH2:22][CH2:23][CH2:24][CH3:25], predict the reactants needed to synthesize it. The reactants are: [CH:1]12[O:7][CH:6]1[CH2:5][CH2:4][CH2:3][CH2:2]2.[CH2:8]([OH:26])[CH2:9][CH2:10][CH2:11][CH2:12][CH2:13][CH2:14][CH2:15][CH2:16][CH2:17][CH2:18][CH2:19][CH2:20][CH2:21][CH2:22][CH2:23][CH2:24][CH3:25]. (8) The reactants are: Br[CH2:2][CH2:3][C:4]1[CH:9]=[CH:8][CH:7]=[CH:6][CH:5]=1.[Cl:10][C:11]1[CH:12]=[N:13][CH:14]=[C:15]([Cl:32])[C:16]=1[NH:17][C:18]1[C:27]2[C:22](=[C:23]([OH:30])[C:24]([O:28][CH3:29])=[CH:25][CH:26]=2)[O:21][C:20](=[O:31])[CH:19]=1. Given the product [Cl:10][C:11]1[CH:12]=[N:13][CH:14]=[C:15]([Cl:32])[C:16]=1[NH:17][C:18]1[C:27]2[C:22](=[C:23]([O:30][CH2:2][CH2:3][C:4]3[CH:9]=[CH:8][CH:7]=[CH:6][CH:5]=3)[C:24]([O:28][CH3:29])=[CH:25][CH:26]=2)[O:21][C:20](=[O:31])[CH:19]=1, predict the reactants needed to synthesize it. (9) Given the product [C:23]1([C:19]2[CH:18]=[C:17]([C:10]3[N:9]=[C:8]([NH:29][C:30]4[CH:31]=[C:32]5[C:36](=[CH:37][CH:38]=4)[N:35]([C:39]([O:41][C:42]([CH3:45])([CH3:43])[CH3:44])=[O:40])[N:34]=[CH:33]5)[C:7]4[C:12](=[CH:13][C:14]([O:15][CH3:16])=[C:5]([O:4][CH2:3][CH2:2][N:50]5[CH2:51][CH2:52][N:47]([CH3:46])[CH2:48][CH2:49]5)[CH:6]=4)[N:11]=3)[CH:22]=[CH:21][CH:20]=2)[CH:24]=[CH:25][CH:26]=[CH:27][CH:28]=1, predict the reactants needed to synthesize it. The reactants are: Cl[CH2:2][CH2:3][O:4][C:5]1[CH:6]=[C:7]2[C:12](=[CH:13][C:14]=1[O:15][CH3:16])[N:11]=[C:10]([C:17]1[CH:22]=[CH:21][CH:20]=[C:19]([C:23]3[CH:28]=[CH:27][CH:26]=[CH:25][CH:24]=3)[CH:18]=1)[N:9]=[C:8]2[NH:29][C:30]1[CH:31]=[C:32]2[C:36](=[CH:37][CH:38]=1)[N:35]([C:39]([O:41][C:42]([CH3:45])([CH3:44])[CH3:43])=[O:40])[N:34]=[CH:33]2.[CH3:46][N:47]1[CH2:52][CH2:51][NH:50][CH2:49][CH2:48]1. (10) Given the product [Cl:16][C:17]1[CH:18]=[C:19]2[C:24](=[CH:25][C:26]=1[O:27][C:28]1[CH:36]=[CH:35][C:31]([C:32](=[O:33])[NH:11][CH2:10][CH2:9][C:8]3[C:3]([O:2][CH3:1])=[N:4][C:5]([C:12]([F:15])([F:14])[F:13])=[CH:6][CH:7]=3)=[CH:30][CH:29]=1)[O:23][CH2:22][CH2:21][CH:20]2[C:37]([O:39][CH2:40][CH3:41])=[O:38], predict the reactants needed to synthesize it. The reactants are: [CH3:1][O:2][C:3]1[C:8]([CH2:9][CH2:10][NH2:11])=[CH:7][CH:6]=[C:5]([C:12]([F:15])([F:14])[F:13])[N:4]=1.[Cl:16][C:17]1[CH:18]=[C:19]2[C:24](=[CH:25][C:26]=1[O:27][C:28]1[CH:36]=[CH:35][C:31]([C:32](O)=[O:33])=[CH:30][CH:29]=1)[O:23][CH2:22][CH2:21][CH:20]2[C:37]([O:39][CH2:40][CH3:41])=[O:38].Cl.C(N=C=NCCCN(C)C)C.